This data is from Forward reaction prediction with 1.9M reactions from USPTO patents (1976-2016). The task is: Predict the product of the given reaction. Given the reactants [CH3:1][O:2][C:3]1[C@@H:4]([CH:11]([CH3:13])[CH3:12])[N:5]=[C:6]([O:9][CH3:10])[CH2:7][N:8]=1.C([Li])CCC.C([Cu])#N.C([Cu])#N.C1COCC1.Br[CH2:31][C:32]1[CH:37]=[CH:36][C:35]([O:38][CH3:39])=[CH:34][C:33]=1[I:40].[NH4+].[Cl-], predict the reaction product. The product is: [CH3:1][O:2][C:3]1[C@@H:4]([CH:11]([CH3:13])[CH3:12])[N:5]=[C:6]([O:9][CH3:10])[C@H:7]([CH2:31][C:32]2[CH:37]=[CH:36][C:35]([O:38][CH3:39])=[CH:34][C:33]=2[I:40])[N:8]=1.